Task: Regression. Given a peptide amino acid sequence and an MHC pseudo amino acid sequence, predict their binding affinity value. This is MHC class I binding data.. Dataset: Peptide-MHC class I binding affinity with 185,985 pairs from IEDB/IMGT (1) The peptide sequence is AETFYVDGA. The MHC is HLA-B18:01 with pseudo-sequence HLA-B18:01. The binding affinity (normalized) is 0.0847. (2) The peptide sequence is KQLQQYAES. The MHC is HLA-A02:01 with pseudo-sequence HLA-A02:01. The binding affinity (normalized) is 0. (3) The peptide sequence is DYNFVKQLF. The MHC is HLA-B51:01 with pseudo-sequence HLA-B51:01. The binding affinity (normalized) is 0.259. (4) The peptide sequence is YLRNFLAAP. The MHC is HLA-A02:01 with pseudo-sequence HLA-A02:01. The binding affinity (normalized) is 0.512. (5) The peptide sequence is FTEGKINPLL. The binding affinity (normalized) is 0.589. The MHC is HLA-A02:06 with pseudo-sequence HLA-A02:06. (6) The peptide sequence is ILIYNGWYA. The MHC is HLA-A02:03 with pseudo-sequence HLA-A02:03. The binding affinity (normalized) is 0.619. (7) The peptide sequence is NSPVLNIVL. The MHC is Mamu-A01 with pseudo-sequence Mamu-A01. The binding affinity (normalized) is 0.684. (8) The MHC is HLA-A02:06 with pseudo-sequence HLA-A02:06. The binding affinity (normalized) is 0.420. The peptide sequence is GLVDVCFWS. (9) The MHC is HLA-A02:06 with pseudo-sequence HLA-A02:06. The peptide sequence is SRSKPAAMY. The binding affinity (normalized) is 0.286.